From a dataset of Retrosynthesis with 50K atom-mapped reactions and 10 reaction types from USPTO. Predict the reactants needed to synthesize the given product. (1) Given the product CC(=O)[C@H]1COC[C@@H](c2cc(F)c(F)c(F)c2)N1, predict the reactants needed to synthesize it. The reactants are: CC(=O)[C@H]1COC[C@@H](c2cc(F)c(F)c(F)c2)N1C(=O)OCc1ccccc1. (2) Given the product OCc1ccc(Oc2cccc(C(F)(F)F)c2)cc1, predict the reactants needed to synthesize it. The reactants are: O=Cc1ccc(Oc2cccc(C(F)(F)F)c2)cc1.